From a dataset of Full USPTO retrosynthesis dataset with 1.9M reactions from patents (1976-2016). Predict the reactants needed to synthesize the given product. (1) Given the product [C:1]([S:20][CH2:21][CH2:22][NH:23][C:24]([C:25]1[CH:30]=[CH:29][C:28]([CH2:37][O:38][S:39]([CH3:42])(=[O:41])=[O:40])=[CH:27][CH:26]=1)=[O:31])([C:8]1[CH:13]=[CH:12][CH:11]=[CH:10][CH:9]=1)([C:14]1[CH:15]=[CH:16][CH:17]=[CH:18][CH:19]=1)[C:2]1[CH:3]=[CH:4][CH:5]=[CH:6][CH:7]=1, predict the reactants needed to synthesize it. The reactants are: [C:1]([S:20][CH2:21][CH2:22][NH:23][C:24](=[O:31])[C:25]1[CH:30]=[CH:29][CH:28]=[CH:27][CH:26]=1)([C:14]1[CH:19]=[CH:18][CH:17]=[CH:16][CH:15]=1)([C:8]1[CH:13]=[CH:12][CH:11]=[CH:10][CH:9]=1)[C:2]1[CH:7]=[CH:6][CH:5]=[CH:4][CH:3]=1.CN1[C:37](=[O:38])CCC1.[S:39](Cl)([CH3:42])(=[O:41])=[O:40]. (2) Given the product [Cl:1][C:2]1[CH:3]=[C:4]([CH2:5][OH:6])[CH:9]=[C:10]([Cl:29])[C:11]=1[C:12]([C:14]1[C:22]2[C:17](=[C:18]([NH:23][C:24]([CH:26]3[CH2:28][CH2:27]3)=[O:25])[N:19]=[CH:20][CH:21]=2)[NH:16][CH:15]=1)=[O:13], predict the reactants needed to synthesize it. The reactants are: [Cl:1][C:2]1[CH:3]=[C:4]([CH:9]=[C:10]([Cl:29])[C:11]=1[C:12]([C:14]1[C:22]2[C:17](=[C:18]([NH:23][C:24]([CH:26]3[CH2:28][CH2:27]3)=[O:25])[N:19]=[CH:20][CH:21]=2)[NH:16][CH:15]=1)=[O:13])[C:5](OC)=[O:6].[BH4-].[Na+]. (3) Given the product [Cl:1][C:2]1[N:7]=[C:6]([NH:16][C:15]2[CH:17]=[CH:18][CH:19]=[C:13]([S:12][C:11]([F:21])([F:10])[F:20])[CH:14]=2)[C:5]([F:9])=[CH:4][N:3]=1, predict the reactants needed to synthesize it. The reactants are: [Cl:1][C:2]1[N:7]=[C:6](Cl)[C:5]([F:9])=[CH:4][N:3]=1.[F:10][C:11]([F:21])([F:20])[S:12][C:13]1[CH:14]=[C:15]([CH:17]=[CH:18][CH:19]=1)[NH2:16]. (4) The reactants are: Cl.[CH2:2]([N:9]1[CH2:14][CH2:13][C@@H:12]([F:15])[C@H:11]([NH:16]P(=O)(OCC)OCC)[CH2:10]1)[C:3]1[CH:8]=[CH:7][CH:6]=[CH:5][CH:4]=1.[CH3:25][C:26]([O:29][C:30](O[C:30]([O:29][C:26]([CH3:28])([CH3:27])[CH3:25])=[O:31])=[O:31])([CH3:28])[CH3:27].C(OCC)(=O)C. Given the product [CH2:2]([N:9]1[CH2:14][CH2:13][C@@H:12]([F:15])[C@H:11]([NH:16][C:30](=[O:31])[O:29][C:26]([CH3:28])([CH3:27])[CH3:25])[CH2:10]1)[C:3]1[CH:4]=[CH:5][CH:6]=[CH:7][CH:8]=1, predict the reactants needed to synthesize it. (5) Given the product [F:28][C:29]([F:34])([F:33])[C:30]([OH:32])=[O:31].[CH3:7][C:6]1([CH3:8])[C:2]([CH3:1])([CH3:27])[O:3][B:4]([C:9]2[CH:10]=[CH:11][C:12]3[O:18][CH2:17][CH2:16][N:15]=[CH:14][C:13]=3[CH:26]=2)[O:5]1, predict the reactants needed to synthesize it. The reactants are: [CH3:1][C:2]1([CH3:27])[C:6]([CH3:8])([CH3:7])[O:5][B:4]([C:9]2[CH:10]=[CH:11][C:12]3[O:18][CH2:17][CH2:16][N:15](C(OC(C)(C)C)=O)[CH2:14][C:13]=3[CH:26]=2)[O:3]1.[F:28][C:29]([F:34])([F:33])[C:30]([OH:32])=[O:31]. (6) Given the product [CH:35]1[C:48]2[C:39](=[N:40][C:41]3[C:46]([C:47]=2[NH:49][C:50]2[CH:51]=[C:52]([NH:53][C:27]([NH:12][C:9]4[CH:10]=[CH:11][C:6]([N:5]([CH2:13][CH2:14][Cl:15])[CH2:4][CH2:3][Cl:2])=[CH:7][CH:8]=4)=[O:33])[CH:54]=[C:55]([CH2:57][OH:58])[CH:56]=2)=[CH:45][CH:44]=[CH:43][CH:42]=3)[CH:38]=[CH:37][CH:36]=1, predict the reactants needed to synthesize it. The reactants are: Cl.[Cl:2][CH2:3][CH2:4][N:5]([CH2:13][CH2:14][Cl:15])[C:6]1[CH:11]=[CH:10][C:9]([NH2:12])=[CH:8][CH:7]=1.CCN(CC)CC.ClC(Cl)(O[C:27](=[O:33])OC(Cl)(Cl)Cl)Cl.[CH:35]1[C:48]2[C:39](=[N:40][C:41]3[C:46]([C:47]=2[NH:49][C:50]2[CH:51]=[C:52]([CH:54]=[C:55]([CH2:57][OH:58])[CH:56]=2)[NH2:53])=[CH:45][CH:44]=[CH:43][CH:42]=3)[CH:38]=[CH:37][CH:36]=1. (7) Given the product [Cl:8][C:9]1[CH:14]=[CH:13][C:12]([N:15]2[CH:19]=[CH:18][CH:17]=[C:16]2/[CH:1]=[CH:37]/[C:35]([O:34][CH3:33])=[O:36])=[C:11]([C:22](=[O:32])[C:23]2[CH:28]=[CH:27][CH:26]=[C:25]([O:29][CH3:30])[C:24]=2[F:31])[CH:10]=1, predict the reactants needed to synthesize it. The reactants are: [C:1]1(C)C=CC=CC=1.[Cl:8][C:9]1[CH:14]=[CH:13][C:12]([N:15]2[CH:19]=[CH:18][CH:17]=[C:16]2C=O)=[C:11]([C:22](=[O:32])[C:23]2[CH:28]=[CH:27][CH:26]=[C:25]([O:29][CH3:30])[C:24]=2[F:31])[CH:10]=1.[CH3:33][O:34][C:35]([CH:37]=P(C1C=CC=CC=1)(C1C=CC=CC=1)C1C=CC=CC=1)=[O:36]. (8) Given the product [N+:10]([C:9]1[C:5]([CH2:3][OH:2])=[N:6][N:7]([CH:13]2[CH2:18][CH2:17][CH2:16][CH2:15][O:14]2)[CH:8]=1)([O-:12])=[O:11], predict the reactants needed to synthesize it. The reactants are: C[O:2][C:3]([C:5]1[C:9]([N+:10]([O-:12])=[O:11])=[CH:8][N:7]([CH:13]2[CH2:18][CH2:17][CH2:16][CH2:15][O:14]2)[N:6]=1)=O.[H-]. (9) Given the product [F:20][C:17]1[CH:18]=[CH:19][C:14]([CH2:13][N:1]2[C:9]3[C:4](=[CH:5][C:6]([CH:10]=[O:11])=[CH:7][CH:8]=3)[CH:3]=[N:2]2)=[C:15]([C:21]([F:22])([F:23])[F:24])[CH:16]=1, predict the reactants needed to synthesize it. The reactants are: [NH:1]1[C:9]2[C:4](=[CH:5][C:6]([CH:10]=[O:11])=[CH:7][CH:8]=2)[CH:3]=[N:2]1.Br[CH2:13][C:14]1[CH:19]=[CH:18][C:17]([F:20])=[CH:16][C:15]=1[C:21]([F:24])([F:23])[F:22].